From a dataset of Catalyst prediction with 721,799 reactions and 888 catalyst types from USPTO. Predict which catalyst facilitates the given reaction. (1) Reactant: [NH2:1][CH2:2][C@@H:3]([F:8])[C:4]([CH3:7])([OH:6])[CH3:5].Cl[C:10]([O:12][C:13]1[CH:18]=[CH:17][CH:16]=[CH:15][CH:14]=1)=[O:11].N1C=CC=CC=1. Product: [F:8][C@@H:3]([C:4]([OH:6])([CH3:7])[CH3:5])[CH2:2][NH:1][C:10](=[O:11])[O:12][C:13]1[CH:18]=[CH:17][CH:16]=[CH:15][CH:14]=1. The catalyst class is: 2. (2) Reactant: [CH2:1]([N:4]([CH2:11][CH:12]=[CH2:13])[C@@H:5]1[CH2:9][O:8][CH2:7][C@H:6]1O)[CH:2]=[CH2:3].C([N:16](CC)CC)C.CS(Cl)(=O)=O.[OH-].[NH4+]. Product: [CH2:1]([N:4]([CH2:11][CH:12]=[CH2:13])[C@H:5]1[C@H:6]([NH2:16])[CH2:7][O:8][CH2:9]1)[CH:2]=[CH2:3]. The catalyst class is: 282. (3) Reactant: C([O:3][CH2:4][C:5]([O:7][C:8]([CH3:22])([CH2:10][CH2:11][C:12]([O:15][C:16](=[O:21])[CH2:17][O:18]C=O)([CH3:14])[CH3:13])[CH3:9])=[O:6])=O. Product: [OH:3][CH2:4][C:5]([O:7][C:8]([CH3:22])([CH2:10][CH2:11][C:12]([O:15][C:16](=[O:21])[CH2:17][OH:18])([CH3:13])[CH3:14])[CH3:9])=[O:6]. The catalyst class is: 389. (4) Reactant: C(OC([NH:8][CH2:9][C:10]1[CH:11]=[C:12]([C:16]2[CH:21]=[C:20]([CH2:22][CH:23]=[O:24])[CH:19]=[C:18]([O:25][C:26]3[N:31]=[C:30]([O:32][C@H:33]([CH2:41][CH3:42])[C:34]([O:36]C(C)(C)C)=[O:35])[C:29]([F:43])=[CH:28][C:27]=3[F:44])[CH:17]=2)[CH:13]=[CH:14][CH:15]=1)=O)(C)(C)C.[C:45]([OH:51])([C:47]([F:50])([F:49])[F:48])=[O:46]. Product: [F:48][C:47]([F:50])([F:49])[C:45]([OH:51])=[O:46].[NH2:8][CH2:9][C:10]1[CH:11]=[C:12]([C:16]2[CH:21]=[C:20]([CH2:22][CH:23]=[O:24])[CH:19]=[C:18]([O:25][C:26]3[N:31]=[C:30]([O:32][C@H:33]([CH2:41][CH3:42])[C:34]([OH:36])=[O:35])[C:29]([F:43])=[CH:28][C:27]=3[F:44])[CH:17]=2)[CH:13]=[CH:14][CH:15]=1. The catalyst class is: 2. (5) Reactant: Br[CH2:2][CH2:3][C:4]([F:7])([F:6])[F:5].[CH2:8]([CH2:10][NH2:11])[OH:9].C(=O)([O-])[O-].[K+].[K+]. Product: [F:5][C:4]([F:7])([F:6])[CH2:3][CH2:2][NH:11][CH2:10][CH2:8][OH:9]. The catalyst class is: 12. (6) Reactant: [NH2:1][C:2]1[CH:11]=[CH:10][C:9]2[C:4](=[CH:5][CH:6]=[CH:7][C:8]=2[OH:12])[CH:3]=1.[H-].[Na+].[CH3:15]I.O. Product: [NH2:1][C:2]1[CH:11]=[CH:10][C:9]2[C:4](=[CH:5][CH:6]=[CH:7][C:8]=2[O:12][CH3:15])[CH:3]=1. The catalyst class is: 9.